This data is from Reaction yield outcomes from USPTO patents with 853,638 reactions. The task is: Predict the reaction yield, written as a fraction of the theoretical maximum amount of product (1.0 means a 100% yield; for example, 0.34 means a 34% yield). (1) The reactants are [CH3:1][O:2][C:3]1[CH:11]=[C:7]([C:8]([OH:10])=[O:9])[C:6]([NH2:12])=[CH:5][CH:4]=1.[C:13](OC(=O)C)(=O)[CH3:14]. No catalyst specified. The product is [CH3:13][C:14]1[O:9][C:8](=[O:10])[C:7]2[CH:11]=[C:3]([O:2][CH3:1])[CH:4]=[CH:5][C:6]=2[N:12]=1. The yield is 0.770. (2) The reactants are [OH:1][C:2]([C:19]1[CH:24]=[CH:23][CH:22]=[CH:21][CH:20]=1)([CH2:15][C:16]([CH3:18])=[CH2:17])[CH2:3][CH2:4][N:5]([C:10]([CH3:14])([C:12]#[CH:13])[CH3:11])[C:6](=[O:9])[O:7][CH3:8].[N:25]([C:28]1[CH:33]=[CH:32][CH:31]=[CH:30][CH:29]=1)=[N+:26]=[N-:27].O=C1O[C@H]([C@H](CO)O)C(O)=C1O. The catalyst is O.CC(O)(C)C.[O-]S([O-])(=O)=O.[Cu+2].O. The product is [OH:1][C:2]([C:19]1[CH:20]=[CH:21][CH:22]=[CH:23][CH:24]=1)([CH2:15][C:16]([CH3:18])=[CH2:17])[CH2:3][CH2:4][N:5]([C:10]([C:12]1[N:27]=[N:26][N:25]([C:28]2[CH:33]=[CH:32][CH:31]=[CH:30][CH:29]=2)[CH:13]=1)([CH3:14])[CH3:11])[C:6](=[O:9])[O:7][CH3:8]. The yield is 0.440.